From a dataset of Forward reaction prediction with 1.9M reactions from USPTO patents (1976-2016). Predict the product of the given reaction. (1) Given the reactants [C:1]([O:5][C:6](=[O:31])[NH:7][CH2:8][CH2:9][C:10]1[N:15]=[C:14]([C:16]2[CH:24]=[CH:23][CH:22]=[C:21]3[C:17]=2[CH:18]=[CH:19][NH:20]3)[CH:13]=[C:12]([N:25]2[CH2:30][CH2:29][O:28][CH2:27][CH2:26]2)[N:11]=1)([CH3:4])([CH3:3])[CH3:2].[H-].[Na+].[C:34]1([S:40](Cl)(=[O:42])=[O:41])[CH:39]=[CH:38][CH:37]=[CH:36][CH:35]=1.C([O-])(O)=O.[Na+], predict the reaction product. The product is: [C:1]([O:5][C:6](=[O:31])[NH:7][CH2:8][CH2:9][C:10]1[N:15]=[C:14]([C:16]2[CH:24]=[CH:23][CH:22]=[C:21]3[C:17]=2[CH:18]=[CH:19][N:20]3[S:40]([C:34]2[CH:39]=[CH:38][CH:37]=[CH:36][CH:35]=2)(=[O:42])=[O:41])[CH:13]=[C:12]([N:25]2[CH2:26][CH2:27][O:28][CH2:29][CH2:30]2)[N:11]=1)([CH3:4])([CH3:2])[CH3:3]. (2) Given the reactants [C:1]([C:5]1[CH:9]=[CH:8][NH:7][N:6]=1)([CH3:4])([CH3:3])[CH3:2].[Cl:10]N1C(=O)CCC1=O, predict the reaction product. The product is: [C:1]([C:5]1[C:9]([Cl:10])=[CH:8][NH:7][N:6]=1)([CH3:4])([CH3:3])[CH3:2]. (3) Given the reactants Br[CH2:2][C:3]([O:5][C@H:6]([C:17]1[CH:22]=[CH:21][C:20]([O:23][CH:24]([F:26])[F:25])=[C:19]([O:27][CH2:28][CH:29]2[CH2:31][CH2:30]2)[CH:18]=1)[CH2:7][C:8]1[C:13]([Cl:14])=[CH:12][N+:11]([O-:15])=[CH:10][C:9]=1[Cl:16])=[O:4].BrCC(O[C@H](C1C=CC(OC(F)F)=C(OCC2CC2)C=1)CC1C(Cl)=CN=CC=1Cl)=O.C([O-])([O-])=O.[K+].[K+].[CH3:68][S:69]([NH:72][C:73]1[CH:82]=[CH:81][CH:80]=[CH:79][C:74]=1[C:75]([O:77][CH3:78])=[O:76])(=[O:71])=[O:70], predict the reaction product. The product is: [Cl:16][C:9]1[CH:10]=[N+:11]([O-:15])[CH:12]=[C:13]([Cl:14])[C:8]=1[CH2:7][C@@H:6]([C:17]1[CH:22]=[CH:21][C:20]([O:23][CH:24]([F:26])[F:25])=[C:19]([O:27][CH2:28][CH:29]2[CH2:31][CH2:30]2)[CH:18]=1)[O:5][C:3](=[O:4])[CH2:2][N:72]([C:73]1[CH:82]=[CH:81][CH:80]=[CH:79][C:74]=1[C:75]([O:77][CH3:78])=[O:76])[S:69]([CH3:68])(=[O:71])=[O:70]. (4) Given the reactants [CH3:1][O:2][C:3]1[CH:8]=[CH:7][C:6]([N:9]=[C:10]=[O:11])=[CH:5][CH:4]=1.[N:12]1[CH:17]=[CH:16][CH:15]=[C:14]([NH:18][CH2:19][CH:20]2[NH:25][CH2:24][CH2:23][N:22]([C:26]([O:28][C:29]([CH3:32])([CH3:31])[CH3:30])=[O:27])[CH2:21]2)[CH:13]=1, predict the reaction product. The product is: [CH3:1][O:2][C:3]1[CH:4]=[CH:5][C:6]([NH:9][C:10]([N:25]2[CH2:24][CH2:23][N:22]([C:26]([O:28][C:29]([CH3:30])([CH3:31])[CH3:32])=[O:27])[CH2:21][CH:20]2[CH2:19][NH:18][C:14]2[CH:13]=[N:12][CH:17]=[CH:16][CH:15]=2)=[O:11])=[CH:7][CH:8]=1. (5) Given the reactants [C:1]1(P(C2C=CC=CC=2)C2C=CC=CC=2)C=CC=CC=1.[Cl-].[Li+].C[Sn](C)(C)C.Br[C:28]1[C:37]2[C:32](=[CH:33][C:34]([O:38][CH3:39])=[CH:35][CH:36]=2)[N:31]=[CH:30][CH:29]=1.Cl.[OH-].[Na+], predict the reaction product. The product is: [CH3:1][C:28]1[C:37]2[C:32](=[CH:33][C:34]([O:38][CH3:39])=[CH:35][CH:36]=2)[N:31]=[CH:30][CH:29]=1.